This data is from Catalyst prediction with 721,799 reactions and 888 catalyst types from USPTO. The task is: Predict which catalyst facilitates the given reaction. Reactant: P(Br)(Br)[Br:2].[CH2:5]([O:7][C:8](=[O:13])[C:9]([CH2:11]O)=[CH2:10])[CH3:6].O. Product: [CH2:5]([O:7][C:8](=[O:13])[C:9]([CH2:11][Br:2])=[CH2:10])[CH3:6]. The catalyst class is: 28.